Dataset: NCI-60 drug combinations with 297,098 pairs across 59 cell lines. Task: Regression. Given two drug SMILES strings and cell line genomic features, predict the synergy score measuring deviation from expected non-interaction effect. Drug 1: C1=NC(=NC(=O)N1C2C(C(C(O2)CO)O)O)N. Drug 2: CC(C)(C#N)C1=CC(=CC(=C1)CN2C=NC=N2)C(C)(C)C#N. Cell line: K-562. Synergy scores: CSS=14.5, Synergy_ZIP=-7.27, Synergy_Bliss=-1.61, Synergy_Loewe=-1.06, Synergy_HSA=-7.06.